Dataset: NCI-60 drug combinations with 297,098 pairs across 59 cell lines. Task: Regression. Given two drug SMILES strings and cell line genomic features, predict the synergy score measuring deviation from expected non-interaction effect. (1) Drug 1: C1CCN(CC1)CCOC2=CC=C(C=C2)C(=O)C3=C(SC4=C3C=CC(=C4)O)C5=CC=C(C=C5)O. Drug 2: COC1=C2C(=CC3=C1OC=C3)C=CC(=O)O2. Cell line: NCI-H522. Synergy scores: CSS=4.05, Synergy_ZIP=-0.128, Synergy_Bliss=3.10, Synergy_Loewe=2.38, Synergy_HSA=2.20. (2) Drug 1: CS(=O)(=O)CCNCC1=CC=C(O1)C2=CC3=C(C=C2)N=CN=C3NC4=CC(=C(C=C4)OCC5=CC(=CC=C5)F)Cl. Drug 2: C(CN)CNCCSP(=O)(O)O. Cell line: K-562. Synergy scores: CSS=1.34, Synergy_ZIP=1.61, Synergy_Bliss=3.44, Synergy_Loewe=-0.536, Synergy_HSA=-3.74. (3) Drug 1: CNC(=O)C1=CC=CC=C1SC2=CC3=C(C=C2)C(=NN3)C=CC4=CC=CC=N4. Drug 2: C1=NC2=C(N=C(N=C2N1C3C(C(C(O3)CO)O)O)F)N. Cell line: HT29. Synergy scores: CSS=2.05, Synergy_ZIP=1.53, Synergy_Bliss=4.02, Synergy_Loewe=-0.367, Synergy_HSA=1.17. (4) Drug 1: CC1=C(C=C(C=C1)NC(=O)C2=CC=C(C=C2)CN3CCN(CC3)C)NC4=NC=CC(=N4)C5=CN=CC=C5. Drug 2: C1CNP(=O)(OC1)N(CCCl)CCCl. Cell line: A498. Synergy scores: CSS=0.602, Synergy_ZIP=-0.0669, Synergy_Bliss=-2.08, Synergy_Loewe=-2.42, Synergy_HSA=-2.35. (5) Drug 1: CCC1(CC2CC(C3=C(CCN(C2)C1)C4=CC=CC=C4N3)(C5=C(C=C6C(=C5)C78CCN9C7C(C=CC9)(C(C(C8N6C=O)(C(=O)OC)O)OC(=O)C)CC)OC)C(=O)OC)O.OS(=O)(=O)O. Drug 2: CCCCCOC(=O)NC1=NC(=O)N(C=C1F)C2C(C(C(O2)C)O)O. Cell line: NCI/ADR-RES. Synergy scores: CSS=-3.71, Synergy_ZIP=4.39, Synergy_Bliss=7.24, Synergy_Loewe=-0.507, Synergy_HSA=-0.815.